Dataset: Reaction yield outcomes from USPTO patents with 853,638 reactions. Task: Predict the reaction yield, written as a fraction of the theoretical maximum amount of product (1.0 means a 100% yield; for example, 0.34 means a 34% yield). The reactants are [Br:1][C:2]1[CH:3]=[C:4]([C:8](=O)[CH2:9][N:10]([CH2:14][CH:15]=[CH2:16])[CH2:11][CH:12]=[CH2:13])[CH:5]=[CH:6][CH:7]=1.N1C=CC=CC=1.Cl.[NH2:25][OH:26]. The catalyst is C(O)C. The product is [Br:1][C:2]1[CH:3]=[C:4]([C:8](=[N:25][OH:26])[CH2:9][N:10]([CH2:14][CH:15]=[CH2:16])[CH2:11][CH:12]=[CH2:13])[CH:5]=[CH:6][CH:7]=1. The yield is 0.790.